From a dataset of Forward reaction prediction with 1.9M reactions from USPTO patents (1976-2016). Predict the product of the given reaction. (1) The product is: [Br:9][C:4]1[C:5]([NH2:8])=[N:6][CH:7]=[C:2]([Cl:1])[N:3]=1. Given the reactants [Cl:1][C:2]1[N:3]=[CH:4][C:5]([NH2:8])=[N:6][CH:7]=1.[Br:9]N1C(=O)CCC1=O, predict the reaction product. (2) Given the reactants [NH:1]1[C:5]2=[N+:6]([O-])[CH:7]=[CH:8][CH:9]=[C:4]2[CH:3]=[CH:2]1.O=P(Cl)(Cl)[Cl:13].[OH-].[Na+], predict the reaction product. The product is: [Cl:13][C:9]1[CH:8]=[CH:7][N:6]=[C:5]2[NH:1][CH:2]=[CH:3][C:4]=12. (3) Given the reactants [Cl:1][C:2]1[CH:3]=[C:4]([C:10]2([C:27]([F:30])([F:29])[F:28])[CH2:14][CH2:13][N:12]([C:15]3[N:20]=[C:19]([C:21]([F:24])([F:23])[F:22])[C:18]([CH2:25]O)=[CH:17][N:16]=3)[CH2:11]2)[CH:5]=[C:6]([Cl:9])[C:7]=1[Cl:8].[C:31]1(=[O:41])[NH:35][C:34](=[O:36])[C:33]2=[CH:37][CH:38]=[CH:39][CH:40]=[C:32]12.C1(P(C2C=CC=CC=2)C2C=CC=CC=2)C=CC=CC=1.N(C(OCC)=O)=NC(OCC)=O, predict the reaction product. The product is: [Cl:9][C:6]1[CH:5]=[C:4]([C:10]2([C:27]([F:28])([F:29])[F:30])[CH2:14][CH2:13][N:12]([C:15]3[N:20]=[C:19]([C:21]([F:24])([F:22])[F:23])[C:18]([CH2:25][N:35]4[C:31](=[O:41])[C:32]5[C:33](=[CH:37][CH:38]=[CH:39][CH:40]=5)[C:34]4=[O:36])=[CH:17][N:16]=3)[CH2:11]2)[CH:3]=[C:2]([Cl:1])[C:7]=1[Cl:8]. (4) Given the reactants [F:1][C:2]([F:12])([F:11])[C:3]1[CH:8]=[CH:7][C:6]([CH2:9][OH:10])=[CH:5][CH:4]=1.[Cl:13][C:14]([Cl:38])([Cl:37])[CH2:15][O:16][C:17](=[O:36])[C:18]1[CH:23]=[CH:22][CH:21]=[CH:20][C:19]=1[CH2:24][S:25][C:26]1[CH:31]=[CH:30][CH:29]=[C:28]([CH2:32][C:33](O)=[O:34])[CH:27]=1.C(Cl)CCl.Cl, predict the reaction product. The product is: [Cl:38][C:14]([Cl:13])([Cl:37])[CH2:15][O:16][C:17](=[O:36])[C:18]1[CH:23]=[CH:22][CH:21]=[CH:20][C:19]=1[CH2:24][S:25][C:26]1[CH:31]=[CH:30][CH:29]=[C:28]([CH2:32][C:33]([O:10][CH2:9][C:6]2[CH:5]=[CH:4][C:3]([C:2]([F:11])([F:12])[F:1])=[CH:8][CH:7]=2)=[O:34])[CH:27]=1. (5) Given the reactants [Br-].[CH2:2]([N+:6]1[CH:10]=[CH:9][N:8]([CH2:11][CH:12]([CH3:14])[CH3:13])[CH:7]=1)[CH:3]([CH3:5])[CH3:4].[OH2:15], predict the reaction product. The product is: [OH-:15].[CH2:2]([N+:6]1[CH:10]=[CH:9][N:8]([CH2:11][CH:12]([CH3:14])[CH3:13])[CH:7]=1)[CH:3]([CH3:5])[CH3:4]. (6) The product is: [NH2:31][C:30]1[N:22]=[CH:23][N:24]=[C:25]2[C:29]=1[N:28]=[CH:27][N:26]2[CH:2]([C:4]1[O:5][C:6](=[O:21])[C:7]2[C:12]([C:13]=1[C:14]1[CH:19]=[CH:18][CH:17]=[C:16]([F:20])[CH:15]=1)=[CH:11][CH:10]=[CH:9][CH:8]=2)[CH3:3]. Given the reactants Br[CH:2]([C:4]1[O:5][C:6](=[O:21])[C:7]2[C:12]([C:13]=1[C:14]1[CH:19]=[CH:18][CH:17]=[C:16]([F:20])[CH:15]=1)=[CH:11][CH:10]=[CH:9][CH:8]=2)[CH3:3].[N:22]1[C:30]([NH2:31])=[C:29]2[C:25]([NH:26][CH:27]=[N:28]2)=[N:24][CH:23]=1.C([O-])([O-])=O.[K+].[K+], predict the reaction product. (7) Given the reactants Cl[S:2]([C:5]1[CH:14]=[CH:13][C:8]([C:9]([O:11][CH3:12])=[O:10])=[CH:7][CH:6]=1)(=[O:4])=[O:3].[CH3:15][N:16]1[C:24]2[C:19](=[CH:20][CH:21]=[C:22]([CH2:25][NH2:26])[CH:23]=2)[CH:18]=[N:17]1, predict the reaction product. The product is: [CH3:15][N:16]1[C:24]2[C:19](=[CH:20][CH:21]=[C:22]([CH2:25][NH:26][S:2]([C:5]3[CH:14]=[CH:13][C:8]([C:9]([O:11][CH3:12])=[O:10])=[CH:7][CH:6]=3)(=[O:4])=[O:3])[CH:23]=2)[CH:18]=[N:17]1. (8) Given the reactants [C:1]([C:4]1[C:5]([O:25][CH2:26][C:27](=[O:32])[C:28]([CH3:31])([CH3:30])[CH3:29])=[N:6][C:7]([C:17]2[CH:22]=[CH:21][C:20]([Br:23])=[CH:19][C:18]=2[Cl:24])=[C:8]([C:10]2[CH:15]=[CH:14][C:13]([Cl:16])=[CH:12][CH:11]=2)[CH:9]=1)(=O)[CH3:2].C1CCN2C(=NCCC2)CC1, predict the reaction product. The product is: [Br:23][C:20]1[CH:21]=[CH:22][C:17]([C:7]2[N:6]=[C:5]3[O:25][C:26]([C:27](=[O:32])[C:28]([CH3:30])([CH3:31])[CH3:29])=[C:1]([CH3:2])[C:4]3=[CH:9][C:8]=2[C:10]2[CH:11]=[CH:12][C:13]([Cl:16])=[CH:14][CH:15]=2)=[C:18]([Cl:24])[CH:19]=1.